Dataset: Full USPTO retrosynthesis dataset with 1.9M reactions from patents (1976-2016). Task: Predict the reactants needed to synthesize the given product. Given the product [Cl:13][C:5]1[CH:4]=[CH:3][C:2]([NH:1][C:15]2[CH:20]=[C:19]([C:21]3[CH:22]=[CH:23][C:24]([C:27]([F:28])([F:29])[F:30])=[CH:25][CH:26]=3)[CH:18]=[CH:17][N:16]=2)=[C:11]2[C:6]=1[CH2:7][CH2:8][CH:9]([OH:12])[CH2:10]2, predict the reactants needed to synthesize it. The reactants are: [NH2:1][C:2]1[CH:3]=[CH:4][C:5]([Cl:13])=[C:6]2[C:11]=1[CH2:10][CH:9]([OH:12])[CH2:8][CH2:7]2.Cl[C:15]1[CH:20]=[C:19]([C:21]2[CH:26]=[CH:25][C:24]([C:27]([F:30])([F:29])[F:28])=[CH:23][CH:22]=2)[CH:18]=[CH:17][N:16]=1.